Task: Regression. Given two drug SMILES strings and cell line genomic features, predict the synergy score measuring deviation from expected non-interaction effect.. Dataset: NCI-60 drug combinations with 297,098 pairs across 59 cell lines (1) Drug 1: CC1=CC2C(CCC3(C2CCC3(C(=O)C)OC(=O)C)C)C4(C1=CC(=O)CC4)C. Drug 2: CCCCC(=O)OCC(=O)C1(CC(C2=C(C1)C(=C3C(=C2O)C(=O)C4=C(C3=O)C=CC=C4OC)O)OC5CC(C(C(O5)C)O)NC(=O)C(F)(F)F)O. Cell line: LOX IMVI. Synergy scores: CSS=8.80, Synergy_ZIP=0.127, Synergy_Bliss=3.62, Synergy_Loewe=4.02, Synergy_HSA=4.86. (2) Drug 1: CC1C(C(CC(O1)OC2CC(OC(C2O)C)OC3=CC4=CC5=C(C(=O)C(C(C5)C(C(=O)C(C(C)O)O)OC)OC6CC(C(C(O6)C)O)OC7CC(C(C(O7)C)O)OC8CC(C(C(O8)C)O)(C)O)C(=C4C(=C3C)O)O)O)O. Drug 2: C1C(C(OC1N2C=NC(=NC2=O)N)CO)O. Cell line: HCT-15. Synergy scores: CSS=6.98, Synergy_ZIP=6.51, Synergy_Bliss=7.58, Synergy_Loewe=-3.18, Synergy_HSA=6.47. (3) Drug 2: C1=CC=C(C(=C1)C(C2=CC=C(C=C2)Cl)C(Cl)Cl)Cl. Synergy scores: CSS=5.70, Synergy_ZIP=-0.984, Synergy_Bliss=5.77, Synergy_Loewe=4.31, Synergy_HSA=4.82. Drug 1: C1CCC(CC1)NC(=O)N(CCCl)N=O. Cell line: NCI-H322M.